Task: Predict the reactants needed to synthesize the given product.. Dataset: Full USPTO retrosynthesis dataset with 1.9M reactions from patents (1976-2016) (1) Given the product [S:15]1[CH:19]=[CH:18][CH:17]=[C:16]1[S:20]([N:4]1[CH2:5][CH2:6][NH:1][C:2](=[O:7])[CH2:3]1)(=[O:22])=[O:21], predict the reactants needed to synthesize it. The reactants are: [NH:1]1[CH2:6][CH2:5][NH:4][CH2:3][C:2]1=[O:7].C(N(CC)CC)C.[S:15]1[CH:19]=[CH:18][CH:17]=[C:16]1[S:20](Cl)(=[O:22])=[O:21]. (2) Given the product [CH3:18][N:19]([CH3:20])[C:6]1[C:5]([N+:9]([O-:11])=[O:10])=[CH:4][C:3]([S:12]([NH:15][CH3:16])(=[O:14])=[O:13])=[C:2]([F:1])[CH:7]=1, predict the reactants needed to synthesize it. The reactants are: [F:1][C:2]1[CH:7]=[C:6](F)[C:5]([N+:9]([O-:11])=[O:10])=[CH:4][C:3]=1[S:12]([NH:15][CH3:16])(=[O:14])=[O:13].Cl.[CH3:18][NH:19][CH3:20].CCN(CC)CC.Cl. (3) Given the product [CH:21]1[C:22]2[C:27](=[CH:26][CH:25]=[CH:24][CH:23]=2)[CH:28]=[CH:29][C:20]=1[NH:17][C:18](=[O:19])[O:11][CH2:10][CH2:9][N:7]([CH3:8])[C:6]([NH:5][CH2:4][C:3]1[CH:13]=[CH:14][CH:15]=[CH:16][C:2]=1[Cl:1])=[O:12], predict the reactants needed to synthesize it. The reactants are: [Cl:1][C:2]1[CH:16]=[CH:15][CH:14]=[CH:13][C:3]=1[CH2:4][NH:5][C:6](=[O:12])[N:7]([CH2:9][CH2:10][OH:11])[CH3:8].[N:17]([C:20]1[CH:29]=[CH:28][C:27]2[C:22](=[CH:23][CH:24]=[CH:25][CH:26]=2)[CH:21]=1)=[C:18]=[O:19]. (4) The reactants are: [C:1]([C:5]1[CH:10]=[CH:9][C:8]([C:11]2[NH:12][C:13]([C:25]3[CH:30]=[CH:29][C:28]([Cl:31])=[CH:27][CH:26]=3)([CH3:24])[C:14]([C:17]3[CH:22]=[CH:21][C:20]([Cl:23])=[CH:19][CH:18]=3)([CH3:16])[N:15]=2)=[C:7]([O:32][CH2:33][CH3:34])[CH:6]=1)([CH3:4])([CH3:3])[CH3:2].[CH3:35][CH:36]([CH3:41])[CH2:37][C:38](Cl)=[O:39]. Given the product [C:1]([C:5]1[CH:10]=[CH:9][C:8]([C:11]2[N:15]([C:38](=[O:39])[CH2:37][CH:36]([CH3:41])[CH3:35])[C@@:14]([C:17]3[CH:22]=[CH:21][C:20]([Cl:23])=[CH:19][CH:18]=3)([CH3:16])[C@@:13]([C:25]3[CH:26]=[CH:27][C:28]([Cl:31])=[CH:29][CH:30]=3)([CH3:24])[N:12]=2)=[C:7]([O:32][CH2:33][CH3:34])[CH:6]=1)([CH3:2])([CH3:3])[CH3:4], predict the reactants needed to synthesize it. (5) Given the product [NH4+:9].[OH-:26].[CH3:2][O:43][C:44](=[O:45])[C:46]1[CH:50]=[CH:49][C:23]([NH2:19])=[CH:22][C:21]=1[OH:27], predict the reactants needed to synthesize it. The reactants are: Cl[C:2]1C=C(C=CC=1Cl)CC1CC2CCC1C[NH:9]2.C[N:19]1[C:23](C)=[C:22](C=[O:26])[C:21](=[O:27])N1C1C=CC=CC=1.[BH-]([O:43][C:44]([CH3:46])=[O:45])([O:43][C:44]([CH3:46])=[O:45])[O:43][C:44]([CH3:46])=[O:45].[Na+].Cl[CH2:49][CH2:50]Cl.